This data is from Peptide-MHC class II binding affinity with 134,281 pairs from IEDB. The task is: Regression. Given a peptide amino acid sequence and an MHC pseudo amino acid sequence, predict their binding affinity value. This is MHC class II binding data. (1) The MHC is DRB1_0401 with pseudo-sequence DRB1_0401. The peptide sequence is AFILDGDNLFPKQ. The binding affinity (normalized) is 0.176. (2) The peptide sequence is AYVATVSEALRIIAG. The MHC is DRB1_0901 with pseudo-sequence DRB1_0901. The binding affinity (normalized) is 0.622. (3) The peptide sequence is NSYIAEMETESWIVD. The MHC is DRB3_0301 with pseudo-sequence DRB3_0301. The binding affinity (normalized) is 0. (4) The peptide sequence is NLRLKGVTCRLFRQQ. The MHC is DRB1_1501 with pseudo-sequence DRB1_1501. The binding affinity (normalized) is 0.552.